From a dataset of Forward reaction prediction with 1.9M reactions from USPTO patents (1976-2016). Predict the product of the given reaction. (1) Given the reactants [I-].[CH3:2][O:3][C:4]1[C:9]([CH3:10])=[C:8]([C:11]([F:14])([F:13])[F:12])[CH:7]=[CH:6][C:5]=1[C:15]1[O:16]CC(C)(C)[N+]=1C.C[OH:24], predict the reaction product. The product is: [CH3:2][O:3][C:4]1[C:9]([CH3:10])=[C:8]([C:11]([F:12])([F:13])[F:14])[CH:7]=[CH:6][C:5]=1[C:15]([OH:16])=[O:24]. (2) The product is: [F:1][C:2]1[CH:3]=[CH:4][C:5]([CH2:6][N:7]2[CH2:12][CH2:11][CH:10]([CH2:19][N+:16]([O-:18])=[O:17])[CH2:9][C:8]2=[O:13])=[CH:14][CH:15]=1. Given the reactants [F:1][C:2]1[CH:15]=[CH:14][C:5]([CH2:6][N:7]2[CH2:12][CH2:11][CH:10]=[CH:9][C:8]2=[O:13])=[CH:4][CH:3]=1.[N+:16]([CH3:19])([O-:18])=[O:17].C1CCN2C(=NCCC2)CC1, predict the reaction product. (3) The product is: [S:8]1[CH:9]=[CH:10][C:6]2[CH:5]=[CH:4][CH:3]=[C:2]([B:11]3[O:15][C:14]([CH3:17])([CH3:16])[C:13]([CH3:19])([CH3:18])[O:12]3)[C:7]1=2. Given the reactants Br[C:2]1[C:7]2[S:8][CH:9]=[CH:10][C:6]=2[CH:5]=[CH:4][CH:3]=1.[B:11]1([B:11]2[O:15][C:14]([CH3:17])([CH3:16])[C:13]([CH3:19])([CH3:18])[O:12]2)[O:15][C:14]([CH3:17])([CH3:16])[C:13]([CH3:19])([CH3:18])[O:12]1.ClCCl.C([O-])(=O)C.[K+], predict the reaction product. (4) The product is: [CH3:11][O:10][C:8]1[CH:9]=[C:4]([CH:3]=[CH:19][C:20]2[CH:30]=[CH:31][C:24]([F:23])=[CH:25][CH:26]=2)[CH:5]=[C:6]([O:15][CH3:16])[C:7]=1[CH2:12][CH2:13][CH3:14]. Given the reactants P(=O)([O-])O[C:3]([CH2:19][CH3:20])(CC)[C:4]1[CH:9]=[C:8]([O:10][CH3:11])[C:7]([CH2:12][CH2:13][CH3:14])=[C:6]([O:15][CH3:16])[CH:5]=1.[F:23][C:24]1[CH:31]=[CH:30]C(C=O)=[CH:26][CH:25]=1, predict the reaction product. (5) Given the reactants CC1C=CC(S(O[CH2:12][CH:13]2[CH2:17][C:16]3[CH:18]=[CH:19][CH:20]=[C:21]([C:22]4[CH:27]=[C:26]([Cl:28])[CH:25]=[CH:24][C:23]=4[Cl:29])[C:15]=3[O:14]2)(=O)=O)=CC=1.[CH3:30][NH2:31], predict the reaction product. The product is: [CH3:30][NH:31][CH2:12][CH:13]1[CH2:17][C:16]2[CH:18]=[CH:19][CH:20]=[C:21]([C:22]3[CH:27]=[C:26]([Cl:28])[CH:25]=[CH:24][C:23]=3[Cl:29])[C:15]=2[O:14]1. (6) Given the reactants [Cl:1][C:2]1[CH:7]=[CH:6][C:5]([N:8]2[CH:12]=[C:11]([C:13]#[N:14])[N:10]=[N:9]2)=[C:4]([C:15]2[CH:20]=[C:19]([OH:21])[N:18]=[CH:17][N:16]=2)[C:3]=1[F:22].CN(C(ON1N=NC2C=CC=NC1=2)=[N+](C)C)C.F[P-](F)(F)(F)(F)F.C1CCN2C(=NCCC2)CC1.N[C@@H:59]1[C:75]2[CH:76]=[C:71]([CH:72]=[CH:73][CH:74]=2)[C:70]2[N:69]([CH:77]([F:79])[F:78])[N:68]=[CH:67][C:66]=2[NH:65][C:64](=[O:80])[C@H:63]([CH3:81])[CH2:62][CH2:61][CH2:60]1, predict the reaction product. The product is: [Cl:1][C:2]1[CH:7]=[CH:6][C:5]([N:8]2[CH:12]=[C:11]([C:13]#[N:14])[N:10]=[N:9]2)=[C:4]([C:15]2[N:16]=[CH:17][N:18]([C@@H:59]3[C:75]4[CH:76]=[C:71]([CH:72]=[CH:73][CH:74]=4)[C:70]4[N:69]([CH:77]([F:79])[F:78])[N:68]=[CH:67][C:66]=4[NH:65][C:64](=[O:80])[C@H:63]([CH3:81])[CH2:62][CH2:61][CH2:60]3)[C:19](=[O:21])[CH:20]=2)[C:3]=1[F:22]. (7) Given the reactants [NH2:1][C:2]1[CH:7]=[CH:6][C:5]([Cl:8])=[CH:4][C:3]=1[C:9]([C:11]1[CH:16]=[CH:15][N:14]=[CH:13][CH:12]=1)=[O:10].[Br:17][C:18]1[CH:23]=[CH:22][C:21]([S:24](Cl)(=[O:26])=[O:25])=[CH:20][CH:19]=1, predict the reaction product. The product is: [Br:17][C:18]1[CH:23]=[CH:22][C:21]([S:24]([NH:1][C:2]2[CH:7]=[CH:6][C:5]([Cl:8])=[CH:4][C:3]=2[C:9]([C:11]2[CH:16]=[CH:15][N:14]=[CH:13][CH:12]=2)=[O:10])(=[O:26])=[O:25])=[CH:20][CH:19]=1.